This data is from Reaction yield outcomes from USPTO patents with 853,638 reactions. The task is: Predict the reaction yield, written as a fraction of the theoretical maximum amount of product (1.0 means a 100% yield; for example, 0.34 means a 34% yield). (1) The reactants are [Br:1]N1C(=O)CCC1=O.[Cl:9][C:10]1[C:11]2[N:12]([CH:17]=[CH:18][N:19]=2)[C:13]([CH3:16])=[CH:14][N:15]=1. The catalyst is C(Cl)Cl. The product is [Br:1][C:17]1[N:12]2[C:13]([CH3:16])=[CH:14][N:15]=[C:10]([Cl:9])[C:11]2=[N:19][CH:18]=1. The yield is 0.690. (2) The reactants are N[C@]12CC[C@@H](C(C)=C)[C@@H]1[C@@H]1[C@@](C)(CC2)[C@@]2(C)[C@@H]([C@]3(C)[C@@H](CC2)C(C)(C)C(C2C=CC([C:28](OC)=[O:29])=CC=2)=CC3)CC1.CN(C)CCC([NH:47][C@:48]12[CH2:82][CH2:81][C@@H:80]([C:83]([CH3:85])=[CH2:84])[C@@H:49]1[C@@H:50]1[C@@:63]([CH3:66])([CH2:64][CH2:65]2)[C@@:62]2([CH3:67])[C@@H:53]([C@:54]3([CH3:79])[C@@H:59]([CH2:60][CH2:61]2)[C:58]([CH3:69])([CH3:68])[C:57]([C:70]2[CH:78]=[CH:77][C:73]([C:74]([OH:76])=[O:75])=[CH:72][CH:71]=2)=[CH:56][CH2:55]3)[CH2:52][CH2:51]1)=O.[Cl:87][C:88]1[CH:102]=[CH:101][C:91]2OC[C:94](=[O:100])[N:95]([CH2:96][C:97]([OH:99])=O)[C:90]=2[CH:89]=1. No catalyst specified. The yield is 0.360. The product is [Cl:87][C:88]1[CH:102]=[CH:101][C:91]2[CH2:28][O:29][C:94](=[O:100])[N:95]([CH2:96][C:97]([NH:47][C@:48]34[CH2:82][CH2:81][C@@H:80]([C:83]([CH3:85])=[CH2:84])[C@@H:49]3[C@@H:50]3[C@@:63]([CH3:66])([CH2:64][CH2:65]4)[C@@:62]4([CH3:67])[C@@H:53]([C@:54]5([CH3:79])[C@@H:59]([CH2:60][CH2:61]4)[C:58]([CH3:69])([CH3:68])[C:57]([C:70]4[CH:71]=[CH:72][C:73]([C:74]([OH:76])=[O:75])=[CH:77][CH:78]=4)=[CH:56][CH2:55]5)[CH2:52][CH2:51]3)=[O:99])[C:90]=2[CH:89]=1. (3) The reactants are [Cl:1][C:2]1[CH:7]=[CH:6][C:5]([S:8]([NH:11][CH2:12][C:13]2[CH:22]=[CH:21][C:16]([C:17]([O:19][CH3:20])=[O:18])=[CH:15][N:14]=2)(=[O:10])=[O:9])=[CH:4][CH:3]=1.[CH2:23](Br)[C:24]1[CH:29]=[CH:28][CH:27]=[CH:26][CH:25]=1.C(=O)([O-])[O-].[K+].[K+]. The catalyst is CN(C=O)C.C(Cl)Cl.[I-].[Na+]. The product is [CH2:23]([N:11]([CH2:12][C:13]1[CH:22]=[CH:21][C:16]([C:17]([O:19][CH3:20])=[O:18])=[CH:15][N:14]=1)[S:8]([C:5]1[CH:4]=[CH:3][C:2]([Cl:1])=[CH:7][CH:6]=1)(=[O:9])=[O:10])[C:24]1[CH:29]=[CH:28][CH:27]=[CH:26][CH:25]=1. The yield is 0.280. (4) The reactants are C[O:2][C:3]([C:5]1[C:14]([NH:15][C:16]2[CH:21]=[CH:20][C:19]([Br:22])=[CH:18][C:17]=2[Cl:23])=[C:13]([Cl:24])[C:8]2[N:9]=[CH:10][N:11]([CH3:12])[C:7]=2[CH:6]=1)=[O:4].C1COCC1.O.[OH-].[Na+].Cl. The catalyst is O. The product is [Br:22][C:19]1[CH:20]=[CH:21][C:16]([NH:15][C:14]2[C:5]([C:3]([OH:4])=[O:2])=[CH:6][C:7]3[N:11]([CH3:12])[CH:10]=[N:9][C:8]=3[C:13]=2[Cl:24])=[C:17]([Cl:23])[CH:18]=1. The yield is 1.00. (5) The reactants are [S:1]1[CH:5]=[CH:4][C:3]([CH2:6][C:7]#[N:8])=[CH:2]1.[CH3:9][O:10][C:11]1[CH:12]=[C:13]([CH:16]=[CH:17][C:18]=1[O:19][CH3:20])[CH:14]=O. No catalyst specified. The product is [CH3:9][O:10][C:11]1[CH:12]=[C:13](/[CH:14]=[C:6](/[C:3]2[CH:4]=[CH:5][S:1][CH:2]=2)\[C:7]#[N:8])[CH:16]=[CH:17][C:18]=1[O:19][CH3:20]. The yield is 0.650. (6) The reactants are C1(P(C2CCCCC2)C2CCCCC2)CCCCC1.[CH2:20]([O:27][C:28]1[CH:29]=[CH:30][C:31]2[C:35]([O:36][C:37]3[CH:51]=[CH:50][C:40]([O:41][CH2:42][CH2:43][N:44]4[CH2:49][CH2:48][CH2:47][CH2:46][CH2:45]4)=[CH:39][CH:38]=3)=[C:34](Br)[S:33][C:32]=2[CH:53]=1)[C:21]1[CH:26]=[CH:25][CH:24]=[CH:23][CH:22]=1.CC1(C)C(C)(C)OB([C:62]2[CH:67]=[CH:66][C:65]([S:68]([C:71]([F:74])([F:73])[F:72])(=[O:70])=[O:69])=[CH:64][CH:63]=2)O1.[F-].[Cs+]. The catalyst is C(#N)C.C([O-])(=O)C.[Pd+2].C([O-])(=O)C. The product is [CH2:20]([O:27][C:28]1[CH:29]=[CH:30][C:31]2[C:35]([O:36][C:37]3[CH:51]=[CH:50][C:40]([O:41][CH2:42][CH2:43][N:44]4[CH2:49][CH2:48][CH2:47][CH2:46][CH2:45]4)=[CH:39][CH:38]=3)=[C:34]([C:62]3[CH:63]=[CH:64][C:65]([S:68]([C:71]([F:73])([F:72])[F:74])(=[O:70])=[O:69])=[CH:66][CH:67]=3)[S:33][C:32]=2[CH:53]=1)[C:21]1[CH:26]=[CH:25][CH:24]=[CH:23][CH:22]=1. The yield is 0.550. (7) The reactants are [CH3:1][O:2][C:3]1[CH:8]=[C:7]([N+:9]([O-])=O)[CH:6]=[CH:5][C:4]=1[C:12]1[S:16][CH:15]=[N:14][CH:13]=1. The catalyst is C(O)C. The product is [CH3:1][O:2][C:3]1[CH:8]=[C:7]([NH2:9])[CH:6]=[CH:5][C:4]=1[C:12]1[S:16][CH:15]=[N:14][CH:13]=1. The yield is 0.920. (8) The reactants are [Br:1][C:2]1[CH:3]=[CH:4][C:5]([C:8]2([C:11]([OH:13])=O)[CH2:10][CH2:9]2)=[N:6][CH:7]=1.[CH3:14][NH:15][CH3:16]. No catalyst specified. The product is [CH3:14][N:15]([CH3:16])[C:11]([C:8]1([C:5]2[CH:4]=[CH:3][C:2]([Br:1])=[CH:7][N:6]=2)[CH2:10][CH2:9]1)=[O:13]. The yield is 1.00. (9) No catalyst specified. The yield is 0.410. The product is [CH3:1][O:2][C:3](=[O:4])[C:5]1[C:10]([Cl:23])=[C:9]([C:12]([O:14][CH3:15])=[O:13])[CH:8]=[N:7][CH:6]=1. The reactants are [CH3:1][O:2][C:3]([C:5]1[C:10](=O)[C:9]([C:12]([O:14][CH3:15])=[O:13])=[CH:8][NH:7][CH:6]=1)=[O:4].CN(C=O)C.S(Cl)([Cl:23])=O.